From a dataset of NCI-60 drug combinations with 297,098 pairs across 59 cell lines. Regression. Given two drug SMILES strings and cell line genomic features, predict the synergy score measuring deviation from expected non-interaction effect. (1) Drug 1: CC=C1C(=O)NC(C(=O)OC2CC(=O)NC(C(=O)NC(CSSCCC=C2)C(=O)N1)C(C)C)C(C)C. Drug 2: CC(C)NC(=O)C1=CC=C(C=C1)CNNC.Cl. Cell line: CAKI-1. Synergy scores: CSS=23.7, Synergy_ZIP=3.24, Synergy_Bliss=3.68, Synergy_Loewe=-33.2, Synergy_HSA=-3.89. (2) Drug 1: C1=NC(=NC(=O)N1C2C(C(C(O2)CO)O)O)N. Drug 2: C(CC(=O)O)C(=O)CN.Cl. Cell line: A549. Synergy scores: CSS=29.3, Synergy_ZIP=-6.08, Synergy_Bliss=-4.08, Synergy_Loewe=-8.98, Synergy_HSA=-2.03. (3) Drug 1: CC12CCC(CC1=CCC3C2CCC4(C3CC=C4C5=CN=CC=C5)C)O. Drug 2: CC1C(C(CC(O1)OC2CC(CC3=C2C(=C4C(=C3O)C(=O)C5=C(C4=O)C(=CC=C5)OC)O)(C(=O)C)O)N)O.Cl. Cell line: HCC-2998. Synergy scores: CSS=31.0, Synergy_ZIP=3.80, Synergy_Bliss=8.82, Synergy_Loewe=-0.759, Synergy_HSA=6.78. (4) Drug 1: C1=C(C(=O)NC(=O)N1)N(CCCl)CCCl. Drug 2: C1CC(=O)NC(=O)C1N2C(=O)C3=CC=CC=C3C2=O. Cell line: LOX IMVI. Synergy scores: CSS=34.8, Synergy_ZIP=-11.4, Synergy_Bliss=-1.83, Synergy_Loewe=-7.22, Synergy_HSA=-2.47. (5) Drug 1: C1CCN(CC1)CCOC2=CC=C(C=C2)C(=O)C3=C(SC4=C3C=CC(=C4)O)C5=CC=C(C=C5)O. Drug 2: CN(C(=O)NC(C=O)C(C(C(CO)O)O)O)N=O. Cell line: UO-31. Synergy scores: CSS=0.126, Synergy_ZIP=-0.505, Synergy_Bliss=-2.30, Synergy_Loewe=-5.62, Synergy_HSA=-4.63. (6) Drug 1: C1C(C(OC1N2C=C(C(=O)NC2=O)F)CO)O. Drug 2: CN(CCCl)CCCl.Cl. Cell line: A549. Synergy scores: CSS=39.9, Synergy_ZIP=-0.686, Synergy_Bliss=-0.850, Synergy_Loewe=-5.52, Synergy_HSA=0.798. (7) Drug 1: CC1CCC2CC(C(=CC=CC=CC(CC(C(=O)C(C(C(=CC(C(=O)CC(OC(=O)C3CCCCN3C(=O)C(=O)C1(O2)O)C(C)CC4CCC(C(C4)OC)O)C)C)O)OC)C)C)C)OC. Drug 2: COCCOC1=C(C=C2C(=C1)C(=NC=N2)NC3=CC=CC(=C3)C#C)OCCOC.Cl. Cell line: A549. Synergy scores: CSS=37.9, Synergy_ZIP=-8.68, Synergy_Bliss=1.32, Synergy_Loewe=-6.36, Synergy_HSA=2.50.